Dataset: Full USPTO retrosynthesis dataset with 1.9M reactions from patents (1976-2016). Task: Predict the reactants needed to synthesize the given product. (1) Given the product [C:1]([N:4]1[C:13]2[C:8](=[CH:9][C:10]([C:14]3[CH:19]=[CH:18][C:17]([CH2:20][N:21]4[CH2:26][CH2:25][CH2:24][CH2:23][CH2:22]4)=[CH:16][CH:15]=3)=[CH:11][CH:12]=2)[C@H:7]([NH:27][C:30]2[CH:35]=[CH:34][C:33]([F:36])=[CH:32][N:31]=2)[CH2:6][C@@H:5]1[CH3:28])(=[O:3])[CH3:2], predict the reactants needed to synthesize it. The reactants are: [C:1]([N:4]1[C:13]2[C:8](=[CH:9][C:10]([C:14]3[CH:19]=[CH:18][C:17]([CH2:20][N:21]4[CH2:26][CH2:25][CH2:24][CH2:23][CH2:22]4)=[CH:16][CH:15]=3)=[CH:11][CH:12]=2)[C@H:7]([NH2:27])[CH2:6][C@@H:5]1[CH3:28])(=[O:3])[CH3:2].Cl[C:30]1[CH:35]=[CH:34][C:33]([F:36])=[CH:32][N:31]=1.CC(C)([O-])C.[Na+].C1C=CC(P(C2C(C3C(P(C4C=CC=CC=4)C4C=CC=CC=4)=CC=C4C=3C=CC=C4)=C3C(C=CC=C3)=CC=2)C2C=CC=CC=2)=CC=1. (2) The reactants are: [CH2:1]([C@H:8]1[CH2:12][O:11][C:10](=[O:13])[NH:9]1)[C:2]1[CH:7]=[CH:6][CH:5]=[CH:4][CH:3]=1.C1COCC1.C([Li])CCC.[CH3:24][CH:25]([CH3:31])[CH2:26][CH2:27][C:28](Cl)=[O:29].C([O-])(O)=O.[Na+]. Given the product [CH2:1]([C@H:8]1[CH2:12][O:11][C:10](=[O:13])[N:9]1[C:28](=[O:29])[CH2:27][CH2:26][CH:25]([CH3:31])[CH3:24])[C:2]1[CH:3]=[CH:4][CH:5]=[CH:6][CH:7]=1, predict the reactants needed to synthesize it. (3) Given the product [CH2:34]([N:41]1[CH2:45][C@H:44]2[C@H:46]([NH:49][C:8](=[O:10])[C@H:7]([C:1]3[CH:2]=[CH:3][CH:4]=[CH:5][CH:6]=3)[CH2:11][CH3:12])[CH2:47][CH2:48][C@H:43]2[CH2:42]1)[C:35]1[CH:36]=[CH:37][CH:38]=[CH:39][CH:40]=1, predict the reactants needed to synthesize it. The reactants are: [C:1]1([C@H:7]([CH2:11][CH3:12])[C:8]([OH:10])=O)[CH:6]=[CH:5][CH:4]=[CH:3][CH:2]=1.ON1C2C=CC=CC=2N=N1.CC[N+](CCCN(C)C)=C=N.[CH2:34]([N:41]1[CH2:45][C@H:44]2[C@H:46]([NH2:49])[CH2:47][CH2:48][C@H:43]2[CH2:42]1)[C:35]1[CH:40]=[CH:39][CH:38]=[CH:37][CH:36]=1. (4) Given the product [CH3:10][C@H:9]1[NH:4][C@@H:5]([CH3:32])[CH2:6][N:7]([C:11]2[CH:16]=[CH:15][C:14]([C:17]3[NH:26][C:25](=[O:27])[C:24]4[C:19](=[CH:20][C:21]([O:30][CH3:31])=[CH:22][C:23]=4[O:28][CH3:29])[N:18]=3)=[CH:13][CH:12]=2)[CH2:8]1, predict the reactants needed to synthesize it. The reactants are: C([N:4]1[CH:9]([CH3:10])[CH2:8][N:7]([C:11]2[CH:16]=[CH:15][C:14]([C:17]3[NH:26][C:25](=[O:27])[C:24]4[C:19](=[CH:20][C:21]([O:30][CH3:31])=[CH:22][C:23]=4[O:28][CH3:29])[N:18]=3)=[CH:13][CH:12]=2)[CH2:6][CH:5]1[CH3:32])(=O)C.[OH-].[Na+]. (5) Given the product [O:29]=[C:25]1[CH2:26][CH2:27][CH2:28][C@H:23]([C@H:15]([NH:14][C:12]([C:3]2[C:2]([NH:1][C:31]([NH:30][C:33]3[C:34]([CH3:41])=[CH:35][C:36]([CH3:40])=[CH:37][C:38]=3[CH3:39])=[O:32])=[CH:11][C:10]3[C:5](=[CH:6][CH:7]=[CH:8][CH:9]=3)[CH:4]=2)=[O:13])[C:16]([O:18][C:19]([CH3:22])([CH3:21])[CH3:20])=[O:17])[CH2:24]1, predict the reactants needed to synthesize it. The reactants are: [NH2:1][C:2]1[C:3]([C:12]([NH:14][C@@H:15]([C@H:23]2[CH2:28][CH2:27][CH2:26][C:25](=[O:29])[CH2:24]2)[C:16]([O:18][C:19]([CH3:22])([CH3:21])[CH3:20])=[O:17])=[O:13])=[CH:4][C:5]2[C:10]([CH:11]=1)=[CH:9][CH:8]=[CH:7][CH:6]=2.[N:30]([C:33]1[C:38]([CH3:39])=[CH:37][C:36]([CH3:40])=[CH:35][C:34]=1[CH3:41])=[C:31]=[O:32]. (6) Given the product [NH2:17][C:16]1[C:9]2[C:10](=[CH:11][N:12]=[CH:13][C:8]=2[C:5]2[CH:4]=[CH:3][C:2]([NH:1][C:27]([NH:26][C:20]3[CH:21]=[C:22]([CH3:25])[CH:23]=[CH:24][C:19]=3[F:18])=[O:28])=[CH:7][CH:6]=2)[NH:14][N:15]=1, predict the reactants needed to synthesize it. The reactants are: [NH2:1][C:2]1[CH:7]=[CH:6][C:5]([C:8]2[CH:13]=[N:12][CH:11]=[C:10]3[NH:14][N:15]=[C:16]([NH2:17])[C:9]=23)=[CH:4][CH:3]=1.[F:18][C:19]1[CH:24]=[CH:23][C:22]([CH3:25])=[CH:21][C:20]=1[N:26]=[C:27]=[O:28].